Dataset: Catalyst prediction with 721,799 reactions and 888 catalyst types from USPTO. Task: Predict which catalyst facilitates the given reaction. (1) Reactant: C(N(CC)CC)C.[C:16](O[C:16]([O:18][C:19]([CH3:22])([CH3:21])[CH3:20])=[O:17])([O:18][C:19]([CH3:22])([CH3:21])[CH3:20])=[O:17].[NH2:23][CH2:24][C:25]([NH:31][CH:32]([C:35]1[CH:40]=[CH:39][CH:38]=[CH:37][CH:36]=1)[CH2:33][OH:34])([CH3:30])[C:26]([F:29])([F:28])[F:27]. Product: [F:27][C:26]([F:28])([F:29])[C:25]([NH:31][CH:32]([C:35]1[CH:40]=[CH:39][CH:38]=[CH:37][CH:36]=1)[CH2:33][OH:34])([CH3:30])[CH2:24][NH:23][C:16](=[O:17])[O:18][C:19]([CH3:20])([CH3:21])[CH3:22]. The catalyst class is: 1. (2) Reactant: Cl[C:2]1[C:7]([C:8]2[N:13]=[CH:12][N:11]=[C:10]([NH:14]C3C=C(OC)C(OC)=C(OC)C=3)[N:9]=2)=[CH:6][CH:5]=[CH:4][N:3]=1.N.[NH2:28][C:29]1[CH:30]=[C:31]([CH:48]=[CH:49][CH:50]=1)[C:32]([NH:34][C:35]1[CH:40]=[CH:39][C:38]([O:41][C:42]2[CH:47]=[CH:46][CH:45]=[CH:44][CH:43]=2)=[CH:37][CH:36]=1)=[O:33]. Product: [NH2:14][C:10]1[N:11]=[CH:12][N:13]=[C:8]([C:7]2[C:2]([NH:28][C:29]3[CH:30]=[C:31]([CH:48]=[CH:49][CH:50]=3)[C:32]([NH:34][C:35]3[CH:36]=[CH:37][C:38]([O:41][C:42]4[CH:47]=[CH:46][CH:45]=[CH:44][CH:43]=4)=[CH:39][CH:40]=3)=[O:33])=[N:3][CH:4]=[CH:5][CH:6]=2)[N:9]=1. The catalyst class is: 16.